Dataset: Catalyst prediction with 721,799 reactions and 888 catalyst types from USPTO. Task: Predict which catalyst facilitates the given reaction. (1) Reactant: [C:1]([O:5][C:6]([N:8]1[CH2:17][CH2:16][C:15]2[C:10](=[C:11]([C:18](O)=[O:19])[CH:12]=[CH:13][CH:14]=2)[CH2:9]1)=[O:7])([CH3:4])([CH3:3])[CH3:2].[CH2:21]([O:23][C:24]([C:26]1([NH2:35])[CH2:34][C:33]2[C:28](=[CH:29][CH:30]=[CH:31][CH:32]=2)[CH2:27]1)=[O:25])[CH3:22].CN(C(ON1N=NC2C=CC=NC1=2)=[N+](C)C)C.F[P-](F)(F)(F)(F)F.CCN(C(C)C)C(C)C. Product: [C:1]([O:5][C:6]([N:8]1[CH2:17][CH2:16][C:15]2[C:10](=[C:11]([C:18](=[O:19])[NH:35][C:26]3([C:24]([O:23][CH2:21][CH3:22])=[O:25])[CH2:34][C:33]4[C:28](=[CH:29][CH:30]=[CH:31][CH:32]=4)[CH2:27]3)[CH:12]=[CH:13][CH:14]=2)[CH2:9]1)=[O:7])([CH3:3])([CH3:4])[CH3:2]. The catalyst class is: 3. (2) Reactant: CC(C)([O-])C.[K+].[Cl-].[NH2:8][C:9]([NH2:11])=[NH2+:10].[CH:12]([N:15]1[C:23](=[O:24])[C:22]2[C:17](=[CH:18][CH:19]=[CH:20][CH:21]=2)[CH:16]1[CH2:25][C:26](OCC)=[O:27])([CH3:14])[CH3:13]. Product: [CH:12]([N:15]1[C:23](=[O:24])[C:22]2[C:17](=[CH:18][CH:19]=[CH:20][CH:21]=2)[CH:16]1[CH2:25][C:26]([NH:10][C:9]([NH2:11])=[NH:8])=[O:27])([CH3:14])[CH3:13]. The catalyst class is: 6. (3) Reactant: C1(P(C2C=CC=CC=2)C2C=CC3C(=CC=CC=3)C=2C2C3C(=CC=CC=3)C=CC=2P(C2C=CC=CC=2)C2C=CC=CC=2)C=CC=CC=1.[N:47]1([C:53]([O:55][C:56]([CH3:59])([CH3:58])[CH3:57])=[O:54])[CH2:52][CH2:51][NH:50][CH2:49][CH2:48]1.FC(F)(F)S(O[C:66]1[CH:75]=[CH:74][CH:73]=[C:72]2[C:67]=1[CH:68]=[CH:69][C:70]([CH3:76])=[N:71]2)(=O)=O. Product: [CH3:76][C:70]1[CH:69]=[CH:68][C:67]2[C:72](=[CH:73][CH:74]=[CH:75][C:66]=2[N:50]2[CH2:51][CH2:52][N:47]([C:53]([O:55][C:56]([CH3:59])([CH3:58])[CH3:57])=[O:54])[CH2:48][CH2:49]2)[N:71]=1. The catalyst class is: 222.